Dataset: Experimentally validated miRNA-target interactions with 360,000+ pairs, plus equal number of negative samples. Task: Binary Classification. Given a miRNA mature sequence and a target amino acid sequence, predict their likelihood of interaction. (1) The miRNA is mmu-miR-299a-3p with sequence UAUGUGGGACGGUAAACCGCUU. The protein sequence of the target gene is MRDLRAQVTSGLLPFPEVTLQALGEDEITLESVLRGKFAAGKNGLACLACGPQLEVVNSITGERLSAYRFSGVNEQPPVVLAVKEFSWQKRTGLLIGLEETEGSVLCLYDLGISKVVKAVVLPGRVTAIEPIINHGGASASTQHLHPSLRWLFGVAAVVTDVGQILLVDLCLDDLSCNQNEVEASDLEVLTGIPAEVPHIRESVMRQGRHLCFQLVSPTGTAVSTLSYISRTNQLAVGFSDGYLALWNMKSMKREYYIQLESGQVPVYAVTFQEPENDPRNCCYLWAVQSTQDSEGDVLS.... Result: 0 (no interaction). (2) The miRNA is mmu-miR-741-3p with sequence UGAGAGAUGCCAUUCUAUGUAGA. The protein sequence of the target gene is MLQDSITGIVNSFNLFFPSTMSRPTLMPTCVAFCSILFLTLATGCQAFPKVERRETAQEYAEKEQSQKMNTDDQENISFAPKYMLQQMSSEAPMVLSEGPSEIPLIKVFSVNKESHLPGAGLLHPTSPGVYSSSEPVVSASEQEPGPSLLERMSSEHSLSKVMLTVAVSSPASLNPDQEGPYNSLSTQPIVAAVTDVTHGSLDYLDNQLFAAKSQEAVSLGNSPSSSINTKEPEIIKADAAMGTTVVPGVDSTGDMEPDRERPSEMAADDGQSTTTKYLVTIPNNFLTTEPTAGSILGDA.... Result: 0 (no interaction). (3) The miRNA is hsa-miR-6079 with sequence UUGGAAGCUUGGACCAACUAGCUG. The protein sequence of the target gene is MARLRDCLPRLMLTLRSLLFWSLVYCYCGLCASIHLLKLLWSLGKGPAQTFRRPAREHPPACLSDPSLGTHCYVRIKDSGLRFHYVAAGERGKPLMLLLHGFPEFWYSWRYQLREFKSEYRVVALDLRGYGETDAPIHRQNYKLDCLITDIKDILDSLGYSKCVLIGHDWGGMIAWLIAICYPEMVMKLIVINFPHPNVFTEYILRHPAQLLKSSYYYFFQIPWFPEFMFSINDFKVLKHLFTSHSTGIGRKGCQLTTEDLEAYIYVFSQPGALSGPINHYRNIFSCLPLKHHMVTTPTL.... Result: 1 (interaction). (4) The protein sequence of the target gene is MGDNLVYAVRSSEGFYLKRGLGKDAVTVFEQNKTSRDVACNVFAYSNNGQLFAYCDNQVTRVFEIATNKEILCVELKRTRKILFSPKDNFLLTFEPWAVYGPKTAENQKPEPNVRVYSLADGKHVSTFSAPKEASWEPQFSDDESLAARMVGSEVFFYTNMSFDRYDHKLVEKGATNFALSPGPAPNHVAVYVPAVGSTPARVRVHRVSESFPVVGNRTFFKSDKAVMTWNQRGQSLLILASVEVDKTNQSYYGEQSLYLINIQSGESVVVPLEKKGPIYAAKWNPNGREFAVCYGYMPA.... The miRNA is hsa-miR-6823-3p with sequence UGAGCCUCUCCUUCCCUCCAG. Result: 0 (no interaction).